This data is from Catalyst prediction with 721,799 reactions and 888 catalyst types from USPTO. The task is: Predict which catalyst facilitates the given reaction. (1) Reactant: [CH3:1][O:2][C:3]1[CH:8]=[CH:7][C:6]([CH2:9][C:10](O)=[O:11])=[CH:5][C:4]=1[CH3:13].CO.CCOC(C)=O.CCCCCCC. Product: [CH3:1][O:2][C:3]1[CH:8]=[CH:7][C:6]([CH2:9][CH2:10][OH:11])=[CH:5][C:4]=1[CH3:13]. The catalyst class is: 7. (2) Reactant: Cl[S:2]([C:5]1[CH:6]=[C:7]([CH:12]=[C:13]([S:15](Cl)(=[O:17])=[O:16])[CH:14]=1)[C:8]([O:10][CH3:11])=[O:9])(=[O:4])=[O:3].[C:19]([NH2:23])([CH3:22])([CH3:21])[CH3:20].C([N:27]([CH:30]([CH3:32])[CH3:31])CC)(C)C.[CH2:33](Cl)Cl. Product: [CH3:11][O:10][C:8](=[O:9])[C:7]1[CH:6]=[C:5]([S:2](=[O:4])(=[O:3])[NH:23][C:19]([CH3:22])([CH3:21])[CH3:20])[CH:14]=[C:13]([S:15](=[O:17])(=[O:16])[NH:27][C:30]([CH3:32])([CH3:33])[CH3:31])[CH:12]=1. The catalyst class is: 25.